Dataset: Full USPTO retrosynthesis dataset with 1.9M reactions from patents (1976-2016). Task: Predict the reactants needed to synthesize the given product. The reactants are: Cl.[NH2:2][CH2:3][C:4]1([C:17](=[O:29])[NH:18][C:19]2[CH:24]=[CH:23][C:22]([C:25]([F:28])([F:27])[F:26])=[CH:21][N:20]=2)[CH2:9][CH2:8][N:7](C(OC(C)(C)C)=O)[CH2:6][CH2:5]1. Given the product [NH2:2][CH2:3][C:4]1([C:17]([NH:18][C:19]2[CH:24]=[CH:23][C:22]([C:25]([F:28])([F:27])[F:26])=[CH:21][N:20]=2)=[O:29])[CH2:9][CH2:8][NH:7][CH2:6][CH2:5]1, predict the reactants needed to synthesize it.